Predict the product of the given reaction. From a dataset of Forward reaction prediction with 1.9M reactions from USPTO patents (1976-2016). (1) Given the reactants [CH3:1][CH:2]1[CH2:8][NH:7][CH2:6][CH2:5][CH:4]([OH:9])[CH2:3]1.[C:10](O[C:10]([O:12][C:13]([CH3:16])([CH3:15])[CH3:14])=[O:11])([O:12][C:13]([CH3:16])([CH3:15])[CH3:14])=[O:11], predict the reaction product. The product is: [OH:9][CH:4]1[CH2:5][CH2:6][N:7]([C:10]([O:12][C:13]([CH3:16])([CH3:15])[CH3:14])=[O:11])[CH2:8][CH:2]([CH3:1])[CH2:3]1. (2) Given the reactants C([O:8][P:9]([O:19][CH2:20][CH2:21][CH2:22][O:23][CH2:24][C:25]([CH3:83])([CH3:82])[C:26]([O:28][C:29]1[C:33]([O:34][C:35](=[O:63])[C:36]([CH3:62])([CH3:61])[CH2:37][O:38][CH2:39][CH2:40][CH2:41][O:42][P:43]([O:53]CC2C=CC=CC=2)([O:45]CC2C=CC=CC=2)=[O:44])=[C:32]([C:64]([O:66][CH2:67][CH3:68])=[O:65])[N:31]([C:69]2[CH:74]=[CH:73][C:72]([O:75][CH3:76])=[CH:71][CH:70]=2)[C:30]=1[C:77](=[O:81])[N:78]([CH3:80])[CH3:79])=[O:27])([O:11]CC1C=CC=CC=1)=[O:10])C1C=CC=CC=1, predict the reaction product. The product is: [CH3:83][C:25]([CH3:82])([CH2:24][O:23][CH2:22][CH2:21][CH2:20][O:19][P:9]([OH:10])([OH:11])=[O:8])[C:26]([O:28][C:29]1[C:33]([O:34][C:35](=[O:63])[C:36]([CH3:61])([CH3:62])[CH2:37][O:38][CH2:39][CH2:40][CH2:41][O:42][P:43]([OH:45])([OH:53])=[O:44])=[C:32]([C:64]([O:66][CH2:67][CH3:68])=[O:65])[N:31]([C:69]2[CH:70]=[CH:71][C:72]([O:75][CH3:76])=[CH:73][CH:74]=2)[C:30]=1[C:77](=[O:81])[N:78]([CH3:79])[CH3:80])=[O:27]. (3) Given the reactants [NH:1]1[CH:5]=[CH:4][N:3]=[C:2]1[CH:6]=O.[N+:8]([CH2:10][C:11]([O:13][CH2:14][CH3:15])=[O:12])#[C-:9].C1CCN2C(=NCCC2)CC1.CC(O)=O, predict the reaction product. The product is: [N:3]1[CH:4]=[CH:5][N:1]2[C:2]=1[CH:6]=[C:10]([C:11]([O:13][CH2:14][CH3:15])=[O:12])[N:8]=[CH:9]2. (4) Given the reactants [CH:1]1[C:14]2[C:5](=[N:6][CH:7]=[C:8]3[C:13]=2[CH:12]=[CH:11][CH:10]=[CH:9]3)[CH:4]=[CH:3][CH:2]=1.[Cl:15][C:16]1[CH:24]=[CH:23][C:19]([C:20](Cl)=[O:21])=[CH:18][N:17]=1.[NH:25]1[C:33]2[C:28](=[CH:29][CH:30]=[CH:31][CH:32]=2)[CH:27]=[CH:26]1, predict the reaction product. The product is: [Cl:15][C:16]1[N:17]=[CH:18][C:19]([C:20]([N:6]2[CH:7]([C:27]3[C:28]4[C:33](=[CH:32][CH:31]=[CH:30][CH:29]=4)[NH:25][CH:26]=3)[C:8]3[C:13](=[CH:12][CH:11]=[CH:10][CH:9]=3)[C:14]3[CH:1]=[CH:2][CH:3]=[CH:4][C:5]2=3)=[O:21])=[CH:23][CH:24]=1. (5) Given the reactants [C:1]1([N:7]2[C:11](=[O:12])[CH:10]=[C:9]([C:13]([F:16])([F:15])[F:14])[NH:8]2)[CH:6]=[CH:5][CH:4]=[CH:3][CH:2]=1.[F:17][C:18]([F:26])([F:25])[C:19](=[O:24])[C:20]([O:22][CH3:23])=[O:21], predict the reaction product. The product is: [CH3:23][O:22][C:20](=[O:21])[C:19]([OH:24])([C:18]([F:26])([F:25])[F:17])[C:10]1[C:11](=[O:12])[N:7]([C:1]2[CH:2]=[CH:3][CH:4]=[CH:5][CH:6]=2)[NH:8][C:9]=1[C:13]([F:15])([F:16])[F:14]. (6) Given the reactants [Cl:1][C:2]1[C:7]([C:8]#[N:9])=[C:6]([N:10]2[CH2:14][CH2:13][CH2:12][CH2:11]2)[C:5]([O:15][CH2:16][CH3:17])=[C:4]([CH:18](O)[CH3:19])[CH:3]=1.CN(C)C=O.S(Cl)([Cl:28])=O, predict the reaction product. The product is: [Cl:1][C:2]1[C:7]([C:8]#[N:9])=[C:6]([N:10]2[CH2:14][CH2:13][CH2:12][CH2:11]2)[C:5]([O:15][CH2:16][CH3:17])=[C:4]([CH:18]([Cl:28])[CH3:19])[CH:3]=1. (7) The product is: [F:43][C:37]1[CH:38]=[C:39]([F:42])[CH:40]=[CH:41][C:36]=1[O:35][CH:32]1[CH2:31][CH2:30][N:29]([C:19]2[N:18]=[C:17]3[CH2:16][NH:15][CH2:24][CH2:23][C:22]3=[N:21][C:20]=2[NH:25][CH:26]([CH3:28])[CH3:27])[CH2:34][CH2:33]1.[C:2]([OH:3])([C:4]([F:7])([F:6])[F:5])=[O:1]. Given the reactants [OH:1][C:2]([C:4]([F:7])([F:6])[F:5])=[O:3].C([N:15]1[CH2:24][CH2:23][C:22]2[C:17](=[N:18][C:19]([N:29]3[CH2:34][CH2:33][CH:32]([O:35][C:36]4[CH:41]=[CH:40][C:39]([F:42])=[CH:38][C:37]=4[F:43])[CH2:31][CH2:30]3)=[C:20]([NH:25][CH:26]([CH3:28])[CH3:27])[N:21]=2)[CH2:16]1)C1C=CC=CC=1, predict the reaction product.